From a dataset of Peptide-MHC class I binding affinity with 185,985 pairs from IEDB/IMGT. Regression. Given a peptide amino acid sequence and an MHC pseudo amino acid sequence, predict their binding affinity value. This is MHC class I binding data. (1) The peptide sequence is TRAVGKPLL. The MHC is HLA-B44:02 with pseudo-sequence HLA-B44:02. The binding affinity (normalized) is 0.0847. (2) The peptide sequence is SFVTDLEKY. The MHC is HLA-A02:03 with pseudo-sequence HLA-A02:03. The binding affinity (normalized) is 0.0847. (3) The peptide sequence is DFISMYFPW. The MHC is HLA-A02:19 with pseudo-sequence HLA-A02:19. The binding affinity (normalized) is 0.0847. (4) The peptide sequence is AVFLSYIGY. The MHC is HLA-B40:01 with pseudo-sequence HLA-B40:01. The binding affinity (normalized) is 0.0847.